This data is from NCI-60 drug combinations with 297,098 pairs across 59 cell lines. The task is: Regression. Given two drug SMILES strings and cell line genomic features, predict the synergy score measuring deviation from expected non-interaction effect. (1) Drug 1: C1CCC(C1)C(CC#N)N2C=C(C=N2)C3=C4C=CNC4=NC=N3. Drug 2: CC1=C2C(C(=O)C3(C(CC4C(C3C(C(C2(C)C)(CC1OC(=O)C(C(C5=CC=CC=C5)NC(=O)C6=CC=CC=C6)O)O)OC(=O)C7=CC=CC=C7)(CO4)OC(=O)C)O)C)OC(=O)C. Cell line: UO-31. Synergy scores: CSS=26.8, Synergy_ZIP=-6.79, Synergy_Bliss=0.492, Synergy_Loewe=3.80, Synergy_HSA=4.16. (2) Drug 1: CC1CCCC2(C(O2)CC(NC(=O)CC(C(C(=O)C(C1O)C)(C)C)O)C(=CC3=CSC(=N3)C)C)C. Drug 2: N.N.Cl[Pt+2]Cl. Cell line: 786-0. Synergy scores: CSS=71.2, Synergy_ZIP=-1.29, Synergy_Bliss=-1.39, Synergy_Loewe=0.738, Synergy_HSA=2.51.